From a dataset of Forward reaction prediction with 1.9M reactions from USPTO patents (1976-2016). Predict the product of the given reaction. (1) Given the reactants N1(C(C)(C)C#C[C:9]2[N:14]=[C:13]([C@@H:15]([NH:25][C:26](=[O:42])[CH2:27][N:28]3[C:32]4[C:33]([F:38])([F:37])[C@@H:34]5[CH2:36][C@@H:35]5[C:31]=4[C:30]([CH:39]([F:41])[F:40])=[N:29]3)[CH2:16][C:17]3[CH:22]=[C:21]([F:23])[CH:20]=[C:19]([F:24])[CH:18]=3)[C:12]([C:43]3[CH:44]=[CH:45][C:46]([Cl:58])=[C:47]4[C:51]=3[N:50]([CH3:52])[N:49]=[C:48]4[NH:53][S:54]([CH3:57])(=[O:56])=[O:55])=[CH:11][CH:10]=2)C=CN=C1.[CH3:61][C:62]([C:66]1[NH:67][CH:68]=[CH:69][N:70]=1)([C:64]#[CH:65])[CH3:63], predict the reaction product. The product is: [NH:67]1[CH:68]=[CH:69][N:70]=[C:66]1[C:62]([CH3:63])([CH3:61])[C:64]#[C:65][C:9]1[N:14]=[C:13]([C@@H:15]([NH:25][C:26](=[O:42])[CH2:27][N:28]2[C:32]3[C:33]([F:38])([F:37])[C@@H:34]4[CH2:36][C@@H:35]4[C:31]=3[C:30]([CH:39]([F:40])[F:41])=[N:29]2)[CH2:16][C:17]2[CH:22]=[C:21]([F:23])[CH:20]=[C:19]([F:24])[CH:18]=2)[C:12]([C:43]2[CH:44]=[CH:45][C:46]([Cl:58])=[C:47]3[C:51]=2[N:50]([CH3:52])[N:49]=[C:48]3[NH:53][S:54]([CH3:57])(=[O:55])=[O:56])=[CH:11][CH:10]=1. (2) Given the reactants Cl[C:2]1[C:11]([C:12]#[N:13])=[CH:10][C:9]2[C:4](=[CH:5][CH:6]=[C:7]([N+:14]([O-:16])=[O:15])[CH:8]=2)[N:3]=1.[O:17]([C:24]1[CH:30]=[CH:29][C:27]([NH2:28])=[CH:26][CH:25]=1)[C:18]1[CH:23]=[CH:22][CH:21]=[CH:20][CH:19]=1.O, predict the reaction product. The product is: [N+:14]([C:7]1[CH:8]=[C:9]2[C:4](=[CH:5][CH:6]=1)[N:3]=[CH:2][C:11]([C:12]#[N:13])=[C:10]2[NH:28][C:27]1[CH:26]=[CH:25][C:24]([O:17][C:18]2[CH:23]=[CH:22][CH:21]=[CH:20][CH:19]=2)=[CH:30][CH:29]=1)([O-:16])=[O:15]. (3) Given the reactants [CH3:1][C:2](=[O:7])[CH2:3][C:4](=[O:6])[CH3:5].B(OB=O)=O.[Br:13][C:14]1[CH:21]=[CH:20][C:19]([OH:22])=[CH:18][C:15]=1[CH:16]=O.C(OC)(OC)OC.C(N)CCC.Cl, predict the reaction product. The product is: [Br:13][C:14]1[CH:21]=[CH:20][C:19]([OH:22])=[CH:18][C:15]=1[CH:16]=[CH:1][C:2](=[O:7])[CH2:3][C:4](=[O:6])[CH3:5]. (4) Given the reactants [NH:1]1[CH:5]=[CH:4][N:3]=[CH:2]1.S(Cl)(Cl)=O.S(C1NC=CN=1)(C1NC=CN=1)=O.[C:22]1([C:28]2[CH:33]=[CH:32][CH:31]=[CH:30][CH:29]=2)[CH:27]=[CH:26][CH:25]=[CH:24][CH:23]=1.[C:34]1([CH2:40]O)[CH:39]=[CH:38][CH:37]=[CH:36][CH:35]=1, predict the reaction product. The product is: [CH:25]1[CH:24]=[CH:23][C:22]([C:28]2[CH:29]=[CH:30][C:31]([CH:40]([N:1]3[CH:2]=[N:3][CH:4]=[CH:5]3)[C:34]3[CH:35]=[CH:36][CH:37]=[CH:38][CH:39]=3)=[CH:32][CH:33]=2)=[CH:27][CH:26]=1.